Dataset: Reaction yield outcomes from USPTO patents with 853,638 reactions. Task: Predict the reaction yield, written as a fraction of the theoretical maximum amount of product (1.0 means a 100% yield; for example, 0.34 means a 34% yield). (1) The reactants are C(O[C:6]([N:8]1[CH2:11][C:10]2([CH2:14][N:13]([CH2:15][CH2:16][OH:17])[CH2:12]2)[CH2:9]1)=O)(C)(C)C.[H-].[Al+3].[Li+].[H-].[H-].[H-]. The catalyst is C1COCC1. The product is [CH3:6][N:8]1[CH2:11][C:10]2([CH2:14][N:13]([CH2:15][CH2:16][OH:17])[CH2:12]2)[CH2:9]1. The yield is 0.670. (2) The reactants are [F:1][C@:2]1([CH3:18])[C@H:6]([OH:7])[C@@H:5]([CH2:8][OH:9])[O:4][C@H:3]1[N:10]1[CH:17]=[CH:16][C:14]([NH2:15])=[N:13][C:11]1=[O:12].[C:19](Cl)(=[O:26])[C:20]1[CH:25]=[CH:24][CH:23]=[CH:22][CH:21]=1. The catalyst is N1C=CC=CC=1. The product is [C:19]([NH:15][C:14]1[CH:16]=[CH:17][N:10]([C@@H:3]2[O:4][C@H:5]([CH:8]([C:19](=[O:26])[C:20]3[CH:25]=[CH:24][CH:23]=[CH:22][CH:21]=3)[OH:9])[C@@:6]([C:19](=[O:26])[C:20]3[CH:25]=[CH:24][CH:23]=[CH:22][CH:21]=3)([OH:7])[C@:2]2([F:1])[CH3:18])[C:11](=[O:12])[N:13]=1)(=[O:26])[C:20]1[CH:25]=[CH:24][CH:23]=[CH:22][CH:21]=1. The yield is 0.910. (3) The reactants are Br[C:2]1[C:11]2[C:6](=[CH:7][CH:8]=[CH:9][CH:10]=2)[N:5]=[CH:4][CH:3]=1.[C:27]12(P([C:27]34[CH2:36][CH:31]5C[CH:31]([CH2:36][CH:27](C5)[CH2:34]3)[CH2:34]4)[CH2:34][CH2:27][CH2:36][CH3:31])C[CH:27]3[CH2:36][CH:31](C[CH:31]([CH2:34]3)[CH2:36]1)[CH2:34]2.C1([B-](F)(F)F)CCC1.[K+].C([O-])([O-])=O.[Cs+].[Cs+]. The catalyst is C1(C)C=CC=CC=1.O.CC([O-])=O.CC([O-])=O.[Pd+2]. The product is [CH:34]1([C:2]2[C:11]3[C:6](=[CH:7][CH:8]=[CH:9][CH:10]=3)[N:5]=[CH:4][CH:3]=2)[CH2:27][CH2:36][CH2:31]1. The yield is 0.568. (4) The reactants are C(O)(=O)/C=C/C(O)=O.[S:9]1[CH:13]=[CH:12][C:11]2[CH:14]=[C:15]([CH:18]3[C:27]4[C:22](=[CH:23][C:24]([C:28]5[N:33]=[N:32][C:31]([N:34]([CH3:36])[CH3:35])=[CH:30][CH:29]=5)=[CH:25][CH:26]=4)[CH2:21][N:20]([CH3:37])[CH2:19]3)[CH:16]=[CH:17][C:10]1=2.N(C)C.CN(C=O)C. The catalyst is ClCCl. The product is [S:9]1[CH:13]=[CH:12][C:11]2[CH:14]=[C:15]([CH:18]3[C:27]4[C:22](=[CH:23][C:24]([C:28]5[N:33]=[N:32][C:31]([N:34]([CH3:36])[CH3:35])=[CH:30][CH:29]=5)=[CH:25][CH:26]=4)[CH2:21][N:20]([CH3:37])[CH2:19]3)[CH:16]=[CH:17][C:10]1=2. The yield is 0.980. (5) The reactants are Br[C:2]1[CH:3]=[C:4]([CH:10]2[O:15]CCCO2)[CH:5]=[C:6]([O:8][CH3:9])[CH:7]=1.[CH:16]([N:19]1[CH2:24][CH2:23][NH:22][CH2:21][CH2:20]1)([CH3:18])[CH3:17].CC(C)([O-])C.[Na+].C1(P(C2C=CC=CC=2)C2C=CC3C(=CC=CC=3)C=2C2C3C(=CC=CC=3)C=CC=2P(C2C=CC=CC=2)C2C=CC=CC=2)C=CC=CC=1.Cl.[OH-].[Na+]. The catalyst is C1(C)C=CC=CC=1.C1C=CC(/C=C/C(/C=C/C2C=CC=CC=2)=O)=CC=1.C1C=CC(/C=C/C(/C=C/C2C=CC=CC=2)=O)=CC=1.C1C=CC(/C=C/C(/C=C/C2C=CC=CC=2)=O)=CC=1.[Pd].[Pd]. The product is [CH:16]([N:19]1[CH2:24][CH2:23][N:22]([C:2]2[CH:3]=[C:4]([CH:5]=[C:6]([O:8][CH3:9])[CH:7]=2)[CH:10]=[O:15])[CH2:21][CH2:20]1)([CH3:18])[CH3:17]. The yield is 0.270. (6) The reactants are C[N:2](C)[CH:3]=[CH:4][C:5](=[C:8]([C:11]#[N:12])[C:9]#[N:10])[O:6][CH3:7]. The catalyst is [NH4+].[OH-]. The product is [NH2:12][C:11]1[N:2]=[CH:3][CH:4]=[C:5]([O:6][CH3:7])[C:8]=1[C:9]#[N:10]. The yield is 0.760. (7) The product is [CH2:1]([O:8][C:9]([N:10]1[CH2:14][CH2:15][N:22]([C:19]2([CH3:18])[CH2:21][CH2:20]2)[CH2:12][CH2:11]1)=[O:17])[C:2]1[CH:7]=[CH:6][CH:5]=[CH:4][CH:3]=1. The reactants are [CH2:1]([O:8][C:9](=[O:17])[N:10]([CH2:14][CH:15]=O)[CH2:11][CH:12]=O)[C:2]1[CH:7]=[CH:6][CH:5]=[CH:4][CH:3]=1.[CH3:18][C:19]1([NH2:22])[CH2:21][CH2:20]1.C(O[BH-](OC(=O)C)OC(=O)C)(=O)C.[Na+].C(=O)([O-])O.[Na+]. The catalyst is ClC(Cl)C. The yield is 0.490. (8) The reactants are Br[C:2]1[CH:7]=[CH:6][CH:5]=[C:4]([O:8][CH:9]2[CH2:11][CH2:10]2)[CH:3]=1.CC1(C)[O:17][B:16](B2OC(C)(C)C(C)(C)O2)[O:15]C1(C)C.C(Cl)Cl.CS(C)=O. The catalyst is C(OCC)(=O)C. The product is [CH:9]1([O:8][C:4]2[CH:3]=[C:2]([B:16]([OH:17])[OH:15])[CH:7]=[CH:6][CH:5]=2)[CH2:11][CH2:10]1. The yield is 0.230.